Dataset: Forward reaction prediction with 1.9M reactions from USPTO patents (1976-2016). Task: Predict the product of the given reaction. (1) Given the reactants FC(F)(F)C(O)=O.[C:8]1([C:14]2[O:18][C:17]([C:19]3[N:20]=[CH:21][O:22][C:23]=3[C:24]3[CH:25]=[C:26]([CH:41]=[CH:42][CH:43]=3)[CH2:27][NH:28][C:29](=[O:40])[C@@H:30]([NH:32]C(=O)OC(C)(C)C)[CH3:31])=[N:16][N:15]=2)[CH:13]=[CH:12][CH:11]=[CH:10][CH:9]=1, predict the reaction product. The product is: [C:8]1([C:14]2[O:18][C:17]([C:19]3[N:20]=[CH:21][O:22][C:23]=3[C:24]3[CH:25]=[C:26]([CH:41]=[CH:42][CH:43]=3)[CH2:27][NH:28][C:29](=[O:40])[C@@H:30]([NH2:32])[CH3:31])=[N:16][N:15]=2)[CH:9]=[CH:10][CH:11]=[CH:12][CH:13]=1. (2) Given the reactants [NH2:1][CH2:2][C@@H:3]1[C@H:8]([CH3:9])[CH2:7][CH2:6][CH2:5][N:4]1C(C1C=C(C)C=CC=1C1C=NN(C)C=1)=O.[F:25][C:26]1[C:27]([N:35]2[N:39]=[CH:38][CH:37]=[N:36]2)=[C:28]([CH:32]=[CH:33][CH:34]=1)[C:29]([OH:31])=O, predict the reaction product. The product is: [NH2:1][CH2:2][C@@H:3]1[C@H:8]([CH3:9])[CH2:7][CH2:6][CH2:5][N:4]1[C:29]([C:28]1[CH:32]=[CH:33][CH:34]=[C:26]([F:25])[C:27]=1[N:35]1[N:39]=[CH:38][CH:37]=[N:36]1)=[O:31]. (3) Given the reactants C(O[C:9](=[O:25])[NH:10][C:11]1[CH:16]=[CH:15][C:14]([N:17]2[CH2:21][CH2:20][CH:19]([C:22]#[N:23])[CH2:18]2)=[C:13]([F:24])[CH:12]=1)C1C=CC=CC=1.[CH3:26][C:27](C)([O-:29])[CH3:28].[Li+].[Cl-].[NH4+:33].[O:34]1CC[CH2:36][CH2:35]1, predict the reaction product. The product is: [F:24][C:13]1[CH:12]=[C:11]([N:10]2[CH2:26][C@H:27]([CH2:28][NH:33][C:35](=[O:34])[CH3:36])[O:29][C:9]2=[O:25])[CH:16]=[CH:15][C:14]=1[N:17]1[CH2:21][CH2:20][CH:19]([C:22]#[N:23])[CH2:18]1. (4) The product is: [CH:1]1([NH:7][C:8]2[C:12]3([CH2:17][CH2:16][N:15]([CH2:18][C:19]4[CH:20]=[C:21]([CH:22]=[CH:23][CH:24]=4)[CH2:25][NH:26][S:36]([CH3:35])(=[O:38])=[O:37])[CH2:14][CH2:13]3)[N:11]([C:27]3[CH:32]=[CH:31][CH:30]=[C:29]([F:33])[CH:28]=3)[C:10](=[O:34])[N:9]=2)[CH2:2][CH2:3][CH2:4][CH2:5][CH2:6]1. Given the reactants [CH:1]1([NH:7][C:8]2[C:12]3([CH2:17][CH2:16][N:15]([CH2:18][C:19]4[CH:24]=[CH:23][CH:22]=[C:21]([CH2:25][NH2:26])[CH:20]=4)[CH2:14][CH2:13]3)[N:11]([C:27]3[CH:32]=[CH:31][CH:30]=[C:29]([F:33])[CH:28]=3)[C:10](=[O:34])[N:9]=2)[CH2:6][CH2:5][CH2:4][CH2:3][CH2:2]1.[CH3:35][S:36](Cl)(=[O:38])=[O:37].C([O-])([O-])=O.[K+].[K+], predict the reaction product. (5) Given the reactants [OH:1][C:2]1[CH:10]=[C:9]2[C:5]([C:6]([C:11]([OH:13])=[O:12])=[N:7][NH:8]2)=[CH:4][CH:3]=1.S(Cl)(Cl)=O.[CH2:18](O)[CH3:19], predict the reaction product. The product is: [OH:1][C:2]1[CH:10]=[C:9]2[C:5]([C:6]([C:11]([O:13][CH2:18][CH3:19])=[O:12])=[N:7][NH:8]2)=[CH:4][CH:3]=1. (6) Given the reactants BrCCCCC(C)(C1C=CC(C)=CC=1)CO.[Br:17][CH2:18][CH2:19][CH2:20][CH2:21][CH2:22][C:23]([CH3:30])([CH3:29])[C:24](OCC)=[O:25].[Li+].[BH4-].CO, predict the reaction product. The product is: [Br:17][CH2:18][CH2:19][CH2:20][CH2:21][CH2:22][C:23]([CH3:30])([CH3:29])[CH2:24][OH:25]. (7) Given the reactants [CH3:1][O:2][C:3]1[CH:4]=[C:5]([CH2:9][CH2:10][CH2:11][CH2:12][C:13]([O:15]CC)=[O:14])[CH:6]=[CH:7][CH:8]=1.[OH-].[Na+], predict the reaction product. The product is: [CH3:1][O:2][C:3]1[CH:4]=[C:5]([CH2:9][CH2:10][CH2:11][CH2:12][C:13]([OH:15])=[O:14])[CH:6]=[CH:7][CH:8]=1. (8) Given the reactants O.[OH-].[Li+].O.C[O:6][C:7](=[O:39])[CH2:8][CH2:9][CH:10]([C:14]1[CH:23]=[CH:22][C:21]2[C:16](=[CH:17][CH:18]=[C:19]([O:28][C@H:29]3[CH2:34][CH2:33][C@H:32]([C:35]([CH3:38])([CH3:37])[CH3:36])[CH2:31][CH2:30]3)[C:20]=2[C:24]([F:27])([F:26])[F:25])[CH:15]=1)[N+:11]([O-:13])=[O:12].CO.O1CCCC1, predict the reaction product. The product is: [C:35]([C@H:32]1[CH2:31][CH2:30][C@H:29]([O:28][C:19]2[C:20]([C:24]([F:25])([F:26])[F:27])=[C:21]3[C:16](=[CH:17][CH:18]=2)[CH:15]=[C:14]([CH:10]([N+:11]([O-:13])=[O:12])[CH2:9][CH2:8][C:7]([OH:39])=[O:6])[CH:23]=[CH:22]3)[CH2:34][CH2:33]1)([CH3:38])([CH3:36])[CH3:37]. (9) Given the reactants [N:1]1[CH:6]=[CH:5][CH:4]=[C:3]([N:7]2[CH:11]=[C:10]([C:12]3[N:17]=[C:16]([NH2:18])[CH:15]=[CH:14][CH:13]=3)[CH:9]=[N:8]2)[CH:2]=1.CN1CCOCC1.[CH3:26][S:27](Cl)(=[O:29])=[O:28], predict the reaction product. The product is: [N:1]1[CH:6]=[CH:5][CH:4]=[C:3]([N:7]2[CH:11]=[C:10]([C:12]3[N:17]=[C:16]([NH:18][S:27]([CH3:26])(=[O:29])=[O:28])[CH:15]=[CH:14][CH:13]=3)[CH:9]=[N:8]2)[CH:2]=1. (10) Given the reactants [C:1]([O-:13])(=[O:12])[CH2:2][C:3]([CH2:8][C:9]([O-:11])=[O:10])([C:5]([O-:7])=[O:6])[OH:4].[CH3:14][N:15]([CH3:44])[C:16]1([C:38]2[CH:43]=[CH:42][CH:41]=[CH:40][CH:39]=2)[CH2:21][CH2:20][CH:19]([CH2:22][NH:23][C:24]([NH:26][CH2:27][CH2:28][C:29]2[C:37]3[C:32](=[CH:33][CH:34]=[CH:35][CH:36]=3)[NH:31][CH:30]=2)=[S:25])[CH2:18][CH2:17]1.C(O)(=O)CC(CC(O)=O)(C(O)=O)O.CCOCC, predict the reaction product. The product is: [C:1]([OH:13])(=[O:12])[CH2:2][C:3]([CH2:8][C:9]([OH:11])=[O:10])([C:5]([OH:7])=[O:6])[OH:4].[CH3:44][N:15]([CH3:14])[C:16]1([C:38]2[CH:43]=[CH:42][CH:41]=[CH:40][CH:39]=2)[CH2:21][CH2:20][CH:19]([CH2:22][NH:23][C:24]([NH:26][CH2:27][CH2:28][C:29]2[C:37]3[C:32](=[CH:33][CH:34]=[CH:35][CH:36]=3)[NH:31][CH:30]=2)=[S:25])[CH2:18][CH2:17]1.